This data is from Drug-target binding data from BindingDB using IC50 measurements. The task is: Regression. Given a target protein amino acid sequence and a drug SMILES string, predict the binding affinity score between them. We predict pIC50 (pIC50 = -log10(IC50 in M); higher means more potent). Dataset: bindingdb_ic50. (1) The compound is CCO[C@@H](Cc1ccc(OCC(=O)c2cccc(CO)c2)cc1)C(=O)NOC. The target is CKENALLRYLLDKDD. The pIC50 is 4.2. (2) The compound is c1ccc(Oc2ccc(Cn3cnnc3-c3ccc4[nH]cnc4c3)cc2)cc1. The target protein (Q9NXS2) has sequence MRSGGRGRPRLRLGERGLMEPLLPPKRRLLPRVRLLPLLLALAVGSAFYTIWSGWHRRTEELPLGRELRVPLIGSLPEARLRRVVGQLDPQRLWSTYLRPLLVVRTPGSPGNLQVRKFLEATLRSLTAGWHVELDPFTASTPLGPVDFGNVVATLDPRAARHLTLACHYDSKLFPPGSTPFVGATDSAVPCALLLELAQALDLELSRAKKQAAPVTLQLLFLDGEEALKEWGPKDSLYGSRHLAQLMESIPHSPGPTRIQAIELFMLLDLLGAPNPTFYSHFPRTVRWFHRLRSIEKRLHRLNLLQSHPQEVMYFQPGEPFGSVEDDHIPFLRRGVPVLHLISTPFPAVWHTPADTEVNLHPPTVHNLCRILAVFLAEYLGL. The pIC50 is 6.3. (3) The drug is Cl.N[C@@H]1C[C@H]1c1ccc(NC(=O)c2ccc(N3CCOC3=O)cc2)cc1. The target protein sequence is MVEKGPEVSGKRRGRNNAAASASAAAASAAASAACASPAATAASGAAASSASAAAASAAAAPNNGQNKSLAAAAPNGNSSSNSWEEGSSGSSSDEEHGGGGMRVGPQYQAVVPDFDPAKLARRSQERDNLGMLVWSPNQNLSEAKLDEYIAIAKEKHGYNMEQALGMLFWHKHNIEKSLADLPNFTPFPDEWTVEDKVLFEQAFSFHGKTFHRIQQMLPDKSIASLVKFYYSWKKTRTKTSVMDRHARKQKREREESEDELEEANGNNPIDIEVDQNKESKKEVPPTETVPQVKKEKHSTQAKNRAKRKPPKGMFLSQEDVEAVSANATAATTVLRQLDMELVSVKRQIQNIKQTNSALKEKLDGGIEPYRLPEVIQKCNARWTTEEQLLAVQAIRKYGRDFQAISDVIGNKSVVQVKNFFVNYRRRFNIDEVLQEWEAEHGKEETNGPSNQKPVKSPDNSIKMPEEEDEAPVLDVRYASAS. The pIC50 is 7.5.